From a dataset of Full USPTO retrosynthesis dataset with 1.9M reactions from patents (1976-2016). Predict the reactants needed to synthesize the given product. (1) Given the product [F:24][C:25]1[CH:33]=[C:32]2[C:28]([C:29]([C:41]3[CH:46]=[CH:45][C:44]([S:47]([NH:48][CH2:49][CH2:50][NH:51][S:52]([CH3:55])(=[O:54])=[O:53])(=[O:57])=[O:56])=[N:43][CH:42]=3)=[CH:30][NH:31]2)=[CH:27][CH:26]=1, predict the reactants needed to synthesize it. The reactants are: FC1C=C2C(C(C3C=CC(N4CCC(N)CC4)=NC=3)=CN2)=CC=1.[F:24][C:25]1[CH:33]=[C:32]2[C:28]([C:29]([C:41]3[CH:42]=[N:43][C:44]([S:47](=[O:57])(=[O:56])[NH:48][CH2:49][CH2:50][NH:51][S:52]([CH3:55])(=[O:54])=[O:53])=[CH:45][CH:46]=3)=[CH:30][N:31]2C(OC(C)(C)C)=O)=[CH:27][CH:26]=1. (2) Given the product [Cl:27][C:28]1[C:33]([F:34])=[CH:32][C:31]([C:2]2[C:11]3[C:6](=[CH:7][C:8]([S:12]([O:15][C:16]4[C:17]([F:26])=[C:18]([F:25])[C:19]([F:24])=[C:20]([F:23])[C:21]=4[F:22])(=[O:13])=[O:14])=[CH:9][CH:10]=3)[CH:5]=[CH:4][N:3]=2)=[C:30]([O:38][CH3:39])[CH:29]=1, predict the reactants needed to synthesize it. The reactants are: Cl[C:2]1[C:11]2[C:6](=[CH:7][C:8]([S:12]([O:15][C:16]3[C:21]([F:22])=[C:20]([F:23])[C:19]([F:24])=[C:18]([F:25])[C:17]=3[F:26])(=[O:14])=[O:13])=[CH:9][CH:10]=2)[CH:5]=[CH:4][N:3]=1.[Cl:27][C:28]1[C:33]([F:34])=[CH:32][C:31](B(O)O)=[C:30]([O:38][CH3:39])[CH:29]=1.C(=O)([O-])[O-].[K+].[K+].